This data is from Reaction yield outcomes from USPTO patents with 853,638 reactions. The task is: Predict the reaction yield, written as a fraction of the theoretical maximum amount of product (1.0 means a 100% yield; for example, 0.34 means a 34% yield). (1) The reactants are Br[C:2]1[CH:3]=[C:4]2[C:8](=[C:9]([Cl:11])[CH:10]=1)[C:7](=[O:12])[N:6]([C@H:13]([CH:15]1[CH2:17][CH2:16]1)[CH3:14])[CH2:5]2.C1(P(C2C=CC=CC=2)C2C=CC=CC=2)C=CC=CC=1.[C:37]([Si:39]([CH3:42])([CH3:41])[CH3:40])#[CH:38].[SiH4]. The catalyst is C(NC(C)C)(C)C.C([O-])(=O)C.[Cu+2].C([O-])(=O)C.C1C=CC(C#N)=CC=1.C1C=CC(C#N)=CC=1.Cl[Pd]Cl. The product is [Cl:11][C:9]1[CH:10]=[C:2]([C:38]#[C:37][Si:39]([CH3:42])([CH3:41])[CH3:40])[CH:3]=[C:4]2[C:8]=1[C:7](=[O:12])[N:6]([C@H:13]([CH:15]1[CH2:17][CH2:16]1)[CH3:14])[CH2:5]2. The yield is 0.930. (2) The reactants are [C:1]([C:4]1[CH:5]=[N:6][CH:7]=[CH:8][CH:9]=1)(=O)[CH3:2].[CH3:10]OC(OC)N(C)C.[N+]([O-])(O)=O.[CH3:22][C:23]1[CH:28]=[CH:27][C:26]([N+:29]([O-:31])=[O:30])=[CH:25][C:24]=1[NH:32][C:33]([NH2:35])=[NH:34].[OH-].[Na+]. The catalyst is O.CO. The product is [CH3:22][C:23]1[CH:28]=[CH:27][C:26]([N+:29]([O-:31])=[O:30])=[CH:25][C:24]=1[NH:32][C:33]1[N:35]=[C:1]([C:4]2[CH:5]=[N:6][CH:7]=[CH:8][CH:9]=2)[CH:2]=[CH:10][N:34]=1. The yield is 0.732. (3) The yield is 0.0400. The catalyst is C1(C)C=CC=CC=1.O1CCCC1.C(OCC)(=O)C.N1C=CC=CC=1. The reactants are [Cl:1][C:2]1[C:3]([O:12][C:13]2[CH:18]=[C:17]([O:19][CH2:20][CH2:21][O:22][CH3:23])[CH:16]=[CH:15][C:14]=2[CH2:24][OH:25])=[N:4][CH:5]=[C:6]([C:8]([F:11])([F:10])[F:9])[CH:7]=1.Cl[S:27]([N:30]=[C:31]=[O:32])(=[O:29])=[O:28].[CH2:33]([NH2:38])[CH2:34][CH2:35][CH2:36][CH3:37].Cl. The product is [CH2:33]([NH:38][S:27]([NH:30][C:31](=[O:32])[O:25][CH2:24][C:14]1[CH:15]=[CH:16][C:17]([O:19][CH2:20][CH2:21][O:22][CH3:23])=[CH:18][C:13]=1[O:12][C:3]1[C:2]([Cl:1])=[CH:7][C:6]([C:8]([F:9])([F:11])[F:10])=[CH:5][N:4]=1)(=[O:29])=[O:28])[CH2:34][CH2:35][CH2:36][CH3:37]. (4) The reactants are [F:1][C:2]1[CH:7]=[C:6]([F:8])[CH:5]=[CH:4][C:3]=1[CH2:9][C:10]([OH:12])=[O:11].[N+:13]([O-])([OH:15])=[O:14]. The catalyst is OS(O)(=O)=O. The product is [F:1][C:2]1[CH:7]=[C:6]([F:8])[C:5]([N+:13]([O-:15])=[O:14])=[CH:4][C:3]=1[CH2:9][C:10]([OH:12])=[O:11]. The yield is 0.875. (5) The reactants are [N:1]12[CH2:8][CH2:7][C:4]([C:9]([C:17]3[CH:22]=[CH:21][CH:20]=[CH:19][CH:18]=3)([C:11]3[CH:16]=[CH:15][CH:14]=[CH:13][CH:12]=3)[OH:10])([CH2:5][CH2:6]1)[CH2:3][CH2:2]2.[Br:23][CH2:24][CH2:25][O:26][CH2:27][C:28]1[CH:35]=[CH:34][C:31]([C:32]#[N:33])=[CH:30][CH:29]=1. The catalyst is CC#N.C(Cl)(Cl)Cl. The yield is 0.740. The product is [Br-:23].[C:32]([C:31]1[CH:34]=[CH:35][C:28]([CH2:27][O:26][CH2:25][CH2:24][N+:1]23[CH2:6][CH2:5][C:4]([C:9]([OH:10])([C:17]4[CH:22]=[CH:21][CH:20]=[CH:19][CH:18]=4)[C:11]4[CH:12]=[CH:13][CH:14]=[CH:15][CH:16]=4)([CH2:3][CH2:2]2)[CH2:7][CH2:8]3)=[CH:29][CH:30]=1)#[N:33]. (6) The reactants are Cl[CH2:2][C:3]1[CH:12]=[CH:11][C:6]2[O:7][CH2:8][CH2:9][O:10][C:5]=2[CH:4]=1.[C-:13]#[N:14].[Na+].O. The catalyst is CS(C)=O. The product is [O:7]1[CH2:8][CH2:9][O:10][C:5]2[CH:4]=[C:3]([CH2:2][C:13]#[N:14])[CH:12]=[CH:11][C:6]1=2. The yield is 0.860.